Task: Regression. Given a peptide amino acid sequence and an MHC pseudo amino acid sequence, predict their binding affinity value. This is MHC class I binding data.. Dataset: Peptide-MHC class I binding affinity with 185,985 pairs from IEDB/IMGT The peptide sequence is IVQSVLRDI. The MHC is HLA-A02:03 with pseudo-sequence HLA-A02:03. The binding affinity (normalized) is 0.574.